From a dataset of Full USPTO retrosynthesis dataset with 1.9M reactions from patents (1976-2016). Predict the reactants needed to synthesize the given product. (1) Given the product [CH3:1][O:2][C:3]1[CH:4]=[C:5]2[C:9](=[CH:10][CH:11]=1)[NH:8][C:7]([CH3:12])=[C:6]2[CH2:13][C:14]([NH:16][CH:17]([CH2:22][CH2:23][CH2:24][CH2:25][CH2:26][C:27]([C:29]1[O:30][CH:31]=[CH:32][N:33]=1)=[O:28])[C:18]([OH:20])=[O:19])=[O:15], predict the reactants needed to synthesize it. The reactants are: [CH3:1][O:2][C:3]1[CH:4]=[C:5]2[C:9](=[CH:10][CH:11]=1)[NH:8][C:7]([CH3:12])=[C:6]2[CH2:13][C:14]([NH:16][CH:17]([CH2:22][CH2:23][CH2:24][CH2:25][CH2:26][C:27]([C:29]1[O:30][CH:31]=[CH:32][N:33]=1)=[O:28])[C:18]([O:20]C)=[O:19])=[O:15]. (2) The reactants are: [CH3:1][C:2]([CH3:9])([CH3:8])[C:3](=O)[CH2:4][C:5]#[N:6].Cl.[CH:11]([NH:14][NH2:15])([CH3:13])[CH3:12].CCN(C(C)C)C(C)C. Given the product [C:2]([C:3]1[CH:4]=[C:5]([NH2:6])[N:14]([CH:11]([CH3:13])[CH3:12])[N:15]=1)([CH3:9])([CH3:8])[CH3:1], predict the reactants needed to synthesize it.